This data is from Catalyst prediction with 721,799 reactions and 888 catalyst types from USPTO. The task is: Predict which catalyst facilitates the given reaction. (1) Reactant: [CH3:1][O:2][C:3]1[C:8]([O:9][CH3:10])=[CH:7][N:6]=[C:5]([N:11]2[C:20](=[O:21])[C:19]3[C:14](=[CH:15][C:16]([C:24]([OH:26])=O)=[C:17]([O:22][CH3:23])[CH:18]=3)[NH:13][C:12]2=[S:27])[N:4]=1.[N:28]1[CH:33]=[CH:32][C:31]([CH2:34][NH2:35])=[CH:30][CH:29]=1.CCN(C(C)C)C(C)C.CN(C(ON1N=NC2C=CC=NC1=2)=[N+](C)C)C.F[P-](F)(F)(F)(F)F. Product: [CH3:1][O:2][C:3]1[C:8]([O:9][CH3:10])=[CH:7][N:6]=[C:5]([N:11]2[C:20](=[O:21])[C:19]3[C:14](=[CH:15][C:16]([C:24]([NH:35][CH2:34][C:31]4[CH:32]=[CH:33][N:28]=[CH:29][CH:30]=4)=[O:26])=[C:17]([O:22][CH3:23])[CH:18]=3)[NH:13][C:12]2=[S:27])[N:4]=1. The catalyst class is: 39. (2) Reactant: [Br:1][C:2]1[CH:3]=[C:4]([CH2:8][CH2:9][N:10]2[CH:14]=[C:13]([C:15]3[CH:20]=[CH:19][CH:18]=[CH:17][CH:16]=3)[N:12]=[C:11]2[CH:21]=[O:22])[CH:5]=[CH:6][CH:7]=1. Product: [Br:1][C:2]1[CH:7]=[CH:6][C:5]2[CH:21]([OH:22])[C:11]3[N:10]([CH2:9][CH2:8][C:4]=2[CH:3]=1)[CH:14]=[C:13]([C:15]1[CH:16]=[CH:17][CH:18]=[CH:19][CH:20]=1)[N:12]=3. The catalyst class is: 26. (3) Reactant: C(OC([N:8]1[CH2:13][CH2:12][CH:11]([NH:14][C:15](=[O:45])[C:16]2[CH:21]=[CH:20][C:19]([NH:22][C:23]3[N:24]=[CH:25][C:26]4[N:32]([CH3:33])[C:31](=[O:34])[C:30]([F:36])([F:35])[CH2:29][N:28]([CH:37]5[CH2:41][CH2:40][CH2:39][CH2:38]5)[C:27]=4[N:42]=3)=[C:18]([CH2:43][CH3:44])[CH:17]=2)[CH2:10][CH2:9]1)=O)(C)(C)C.FC(F)(F)C(O)=O. Product: [CH:37]1([N:28]2[CH2:29][C:30]([F:35])([F:36])[C:31](=[O:34])[N:32]([CH3:33])[C:26]3[CH:25]=[N:24][C:23]([NH:22][C:19]4[CH:20]=[CH:21][C:16]([C:15]([NH:14][CH:11]5[CH2:10][CH2:9][NH:8][CH2:13][CH2:12]5)=[O:45])=[CH:17][C:18]=4[CH2:43][CH3:44])=[N:42][C:27]2=3)[CH2:41][CH2:40][CH2:39][CH2:38]1. The catalyst class is: 4. (4) Reactant: [C:1]1([C:7]2[C:15]3[C:10](=[CH:11][CH:12]=[CH:13][CH:14]=3)[N:9]([S:16]([C:19]3[CH:27]=[CH:26][C:22]([C:23]([OH:25])=O)=[CH:21][CH:20]=3)(=[O:18])=[O:17])[CH:8]=2)[CH:6]=[CH:5][CH:4]=[CH:3][CH:2]=1.[NH:28]1[CH2:31][CH:30]([OH:32])[CH2:29]1.C(N(CC)CC)C.N1(O[P+](N(C)C)(N(C)C)N(C)C)C2C=CC=CC=2N=N1. Product: [OH:32][CH:30]1[CH2:31][N:28]([C:23]([C:22]2[CH:21]=[CH:20][C:19]([S:16]([N:9]3[C:10]4[C:15](=[CH:14][CH:13]=[CH:12][CH:11]=4)[C:7]([C:1]4[CH:6]=[CH:5][CH:4]=[CH:3][CH:2]=4)=[CH:8]3)(=[O:18])=[O:17])=[CH:27][CH:26]=2)=[O:25])[CH2:29]1. The catalyst class is: 4. (5) Reactant: Br[C:2]1[S:6][C:5]([CH3:7])=[C:4]([CH2:8][C:9]2[CH:14]=[CH:13][C:12]([OH:15])=[CH:11][CH:10]=2)[CH:3]=1.[Na+].[I-:17].CNCCNC. Product: [I:17][C:2]1[S:6][C:5]([CH3:7])=[C:4]([CH2:8][C:9]2[CH:14]=[CH:13][C:12]([OH:15])=[CH:11][CH:10]=2)[CH:3]=1. The catalyst class is: 185. (6) Reactant: [ClH:1].[C:2]1([C:8]2[C:17]([CH3:18])=[CH:16][C:15]3[C:10](=[C:11]([CH:19]([OH:26])[CH2:20][N:21]([CH2:24][CH3:25])[CH2:22][CH3:23])[CH:12]=[CH:13][CH:14]=3)[N:9]=2)[CH:7]=[CH:6][CH:5]=[CH:4][CH:3]=1. Product: [ClH:1].[C:2]1([C:8]2[C:17]([CH3:18])=[CH:16][C:15]3[C:10](=[C:11]([CH:19]([OH:26])[CH2:20][N:21]([CH2:24][CH3:25])[CH2:22][CH3:23])[CH:12]=[CH:13][CH:14]=3)[N:9]=2)[CH:3]=[CH:4][CH:5]=[CH:6][CH:7]=1. The catalyst class is: 32. (7) Reactant: [O:1]1[C:5]2[CH:6]=[CH:7][C:8]([C:10]3([C:13]([NH:15][C:16]4[CH:17]=[C:18]5[C:22](=[CH:23][C:24]=4[F:25])[NH:21][CH:20]([C:26]([CH3:29])([CH3:28])[CH3:27])[CH2:19]5)=[O:14])[CH2:12][CH2:11]3)=[CH:9][C:4]=2[O:3][CH2:2]1.[CH2:30]([O:37]CCC=O)[C:31]1C=CC=C[CH:32]=1.[BH-](OC(C)=O)(OC(C)=O)OC(C)=O.[Na+]. Product: [O:1]1[C:5]2[CH:6]=[CH:7][C:8]([C:10]3([C:13]([NH:15][C:16]4[CH:17]=[C:18]5[C:22](=[CH:23][C:24]=4[F:25])[N:21]([CH2:32][CH2:31][CH2:30][OH:37])[C:20]([C:26]([CH3:29])([CH3:28])[CH3:27])=[CH:19]5)=[O:14])[CH2:12][CH2:11]3)=[CH:9][C:4]=2[O:3][CH2:2]1. The catalyst class is: 4. (8) The catalyst class is: 5. Reactant: [CH2:1]([N:8]1[C@@H:13]2[C@H:14]([C:16]([O:18][C:19]([CH3:22])([CH3:21])[CH3:20])=[O:17])[CH2:15][C@@:9]1([C:43]1[CH:48]=[CH:47][CH:46]=[CH:45][CH:44]=1)[C@H:10]([O:23][C@H:24]([C:39](OC)=[O:40])[C:25]1[CH:30]=[C:29]([C:31]([F:34])([F:33])[F:32])[CH:28]=[C:27]([C:35]([F:38])([F:37])[F:36])[CH:26]=1)[CH2:11][CH2:12]2)[C:2]1[CH:7]=[CH:6][CH:5]=[CH:4][CH:3]=1.C(N1[C@@H]2[C@H](C(OC(C)(C)C)=O)C[C@@]1(C1C=CC=CC=1)[C@H](O[C@@H](C(OC)=O)C1C=C(C(F)(F)F)C=C(C(F)(F)F)C=1)CC2)C1C=CC=CC=1.[BH4-].[Na+]. Product: [CH2:1]([N:8]1[C@@H:13]2[C@H:14]([C:16]([O:18][C:19]([CH3:21])([CH3:22])[CH3:20])=[O:17])[CH2:15][C@@:9]1([C:43]1[CH:48]=[CH:47][CH:46]=[CH:45][CH:44]=1)[C@H:10]([O:23][C@H:24]([C:25]1[CH:26]=[C:27]([C:35]([F:36])([F:37])[F:38])[CH:28]=[C:29]([C:31]([F:32])([F:33])[F:34])[CH:30]=1)[CH2:39][OH:40])[CH2:11][CH2:12]2)[C:2]1[CH:7]=[CH:6][CH:5]=[CH:4][CH:3]=1. (9) The catalyst class is: 72. Product: [Cl:8][C:6]1[CH:5]=[C:4]([C:9]2([C:28]([F:29])([F:31])[F:30])[O:13][N:12]=[C:11]([C:14]3[C:22]4[N:18]([CH:19]=[CH:20][CH:21]=4)[C:17]([C:23]([OH:25])=[O:24])=[CH:16][CH:15]=3)[CH2:10]2)[CH:3]=[C:2]([Cl:1])[CH:7]=1. Reactant: [Cl:1][C:2]1[CH:3]=[C:4]([C:9]2([C:28]([F:31])([F:30])[F:29])[O:13][N:12]=[C:11]([C:14]3[C:22]4[N:18]([CH:19]=[CH:20][CH:21]=4)[C:17]([C:23]([O:25]CC)=[O:24])=[CH:16][CH:15]=3)[CH2:10]2)[CH:5]=[C:6]([Cl:8])[CH:7]=1.[OH-].[Na+].Cl.